Dataset: Experimentally validated miRNA-target interactions with 360,000+ pairs, plus equal number of negative samples. Task: Binary Classification. Given a miRNA mature sequence and a target amino acid sequence, predict their likelihood of interaction. The miRNA is hsa-miR-6872-3p with sequence CCCAUGCCUCCUGCCGCGGUC. The protein sequence of the target gene is MAQSSPQLDIQVLHDLRQRFPEIPEGVVSQCMLQNNNNLEACCRALSQESSKYLYMEYHSPDDNRMNRNRLLHINLGIHSPSSYHPGDGAQLNGGRTLVHSSSDGHIDPQHAAGKQLICLVQEPHSAPAVVAATPNYNPFFMNEQNRSAATPPSQPPQQPSSMQTGMNPSAMQGPSPPPPPPSYMHIPRYSTNPITVTVSQNLPSGQTVPRALQILPQIPSNLYGSPGSIYIRQTSQSSSGRQTPQSTPWQSSPQGPVPHYSQRPLPVYPHQQNYQPSQYSPKQQQIPQSAYHSPPPSQC.... Result: 1 (interaction).